Regression/Classification. Given a drug SMILES string, predict its absorption, distribution, metabolism, or excretion properties. Task type varies by dataset: regression for continuous measurements (e.g., permeability, clearance, half-life) or binary classification for categorical outcomes (e.g., BBB penetration, CYP inhibition). Dataset: cyp2d6_veith. From a dataset of CYP2D6 inhibition data for predicting drug metabolism from PubChem BioAssay. The drug is COc1ccc(/C=N/n2c(C)nnc2C)c(OC)c1OC. The result is 0 (non-inhibitor).